Task: Predict the reaction yield, written as a fraction of the theoretical maximum amount of product (1.0 means a 100% yield; for example, 0.34 means a 34% yield).. Dataset: Reaction yield outcomes from USPTO patents with 853,638 reactions (1) The reactants are Cl.[CH2:2]([O:4][C:5]([C:7]1[N:8]([C:39]2[CH:44]=[CH:43][C:42]([O:45][CH:46]([CH3:48])[CH3:47])=[CH:41][CH:40]=2)[C:9]2[C:14]([C:15]=1[N:16]([C:24](=[O:26])[CH3:25])C(OC(C)(C)C)=O)=[CH:13][C:12]([O:27][C:28]1[CH:33]=[CH:32][C:31]([O:34][C:35]([F:38])([F:37])[F:36])=[CH:30][CH:29]=1)=[CH:11][CH:10]=2)=[O:6])[CH3:3]. The catalyst is C(Cl)Cl. The product is [CH2:2]([O:4][C:5]([C:7]1[N:8]([C:39]2[CH:40]=[CH:41][C:42]([O:45][CH:46]([CH3:47])[CH3:48])=[CH:43][CH:44]=2)[C:9]2[C:14]([C:15]=1[NH:16][C:24](=[O:26])[CH3:25])=[CH:13][C:12]([O:27][C:28]1[CH:29]=[CH:30][C:31]([O:34][C:35]([F:37])([F:38])[F:36])=[CH:32][CH:33]=1)=[CH:11][CH:10]=2)=[O:6])[CH3:3]. The yield is 0.870. (2) The reactants are [Br:1][C:2]1[C:7]([O:8][CH3:9])=[CH:6][C:5]([C:10]2[N:11]=[CH:12][S:13][CH:14]=2)=[CH:4][C:3]=1[O:15][CH3:16].[Li+].C[Si]([N-][Si](C)(C)C)(C)C.CON(C)[C:30](=[O:46])[CH:31]([O:44][CH3:45])[C:32]1[CH:37]=[CH:36][C:35]([N:38]2[CH2:43][CH2:42][O:41][CH2:40][CH2:39]2)=[CH:34][CH:33]=1. The catalyst is C1COCC1. The product is [Br:1][C:2]1[C:7]([O:8][CH3:9])=[CH:6][C:5]([C:10]2[N:11]=[C:12]([C:30](=[O:46])[CH:31]([O:44][CH3:45])[C:32]3[CH:33]=[CH:34][C:35]([N:38]4[CH2:39][CH2:40][O:41][CH2:42][CH2:43]4)=[CH:36][CH:37]=3)[S:13][CH:14]=2)=[CH:4][C:3]=1[O:15][CH3:16]. The yield is 0.290. (3) The reactants are CCN(C(C)C)C(C)C.OC(C(F)(F)F)=O.[NH2:17][CH2:18][C:19]([N:21]1[CH2:26][CH2:25][N:24]([C:27](=[O:38])[C:28]2[CH:33]=[CH:32][CH:31]=[CH:30][C:29]=2[C:34]([F:37])([F:36])[F:35])[CH2:23][CH2:22]1)=[O:20].C1C=CC2N(O)N=NC=2C=1.CCN=C=NCCCN(C)C.Cl.[CH:61]([C:63]1[CH:71]=[CH:70][C:66]([C:67](O)=[O:68])=[CH:65][CH:64]=1)=[O:62]. The catalyst is CN(C=O)C.O. The product is [CH:61]([C:63]1[CH:71]=[CH:70][C:66]([C:67]([NH:17][CH2:18][C:19](=[O:20])[N:21]2[CH2:22][CH2:23][N:24]([C:27](=[O:38])[C:28]3[CH:33]=[CH:32][CH:31]=[CH:30][C:29]=3[C:34]([F:37])([F:35])[F:36])[CH2:25][CH2:26]2)=[O:68])=[CH:65][CH:64]=1)=[O:62]. The yield is 0.450. (4) The reactants are C([O:3][C:4](=[O:38])[CH2:5][CH:6]1[S:10][C:9]([C:11]2[NH:12][C:13]3[C:18]([CH:19]=2)=[CH:17][C:16]([O:20][C:21]2[CH:22]=[N:23][C:24]([S:27]([CH3:30])(=[O:29])=[O:28])=[CH:25][CH:26]=2)=[CH:15][C:14]=3[O:31][CH:32]2[CH2:37][CH2:36][O:35][CH2:34][CH2:33]2)=[N:8][CH2:7]1)C.[OH-].[Na+]. The catalyst is C(O)C.O1CCCC1. The product is [CH3:30][S:27]([C:24]1[N:23]=[CH:22][C:21]([O:20][C:16]2[CH:17]=[C:18]3[C:13](=[C:14]([O:31][CH:32]4[CH2:37][CH2:36][O:35][CH2:34][CH2:33]4)[CH:15]=2)[NH:12][C:11]([C:9]2[S:10][CH:6]([CH2:5][C:4]([OH:38])=[O:3])[CH2:7][N:8]=2)=[CH:19]3)=[CH:26][CH:25]=1)(=[O:28])=[O:29]. The yield is 0.980. (5) The catalyst is CN(C=O)C. The product is [Br:1][C:2]1[N:3]=[C:4]2[CH:10]=[CH:9][N:8]([S:19]([C:16]3[CH:17]=[CH:18][C:13]([CH3:23])=[CH:14][CH:15]=3)(=[O:21])=[O:20])[C:5]2=[N:6][CH:7]=1. The reactants are [Br:1][C:2]1[N:3]=[C:4]2[CH:10]=[CH:9][NH:8][C:5]2=[N:6][CH:7]=1.[H-].[Na+].[C:13]1([CH3:23])[CH:18]=[CH:17][C:16]([S:19](Cl)(=[O:21])=[O:20])=[CH:15][CH:14]=1.[OH-].[Na+]. The yield is 0.970.